Dataset: Reaction yield outcomes from USPTO patents with 853,638 reactions. Task: Predict the reaction yield, written as a fraction of the theoretical maximum amount of product (1.0 means a 100% yield; for example, 0.34 means a 34% yield). (1) The reactants are [NH2:1][C:2]1[C:11]2[C:6](=[C:7]([C:13]3[CH:21]=[C:20]4[C:16]([CH:17]=[N:18][NH:19]4)=[CH:15][C:14]=3[CH3:22])[CH:8]=[C:9](F)[CH:10]=2)[N:5]=[N:4][C:3]=1[C:23]([NH2:25])=[O:24].CCN(C(C)C)C(C)C.[NH:35]1[CH2:40][CH2:39][O:38][CH2:37][CH2:36]1. The catalyst is CC(N(C)C)=O. The product is [NH2:1][C:2]1[C:11]2[C:6](=[C:7]([C:13]3[CH:21]=[C:20]4[C:16]([CH:17]=[N:18][NH:19]4)=[CH:15][C:14]=3[CH3:22])[CH:8]=[C:9]([N:35]3[CH2:40][CH2:39][O:38][CH2:37][CH2:36]3)[CH:10]=2)[N:5]=[N:4][C:3]=1[C:23]([NH2:25])=[O:24]. The yield is 0.250. (2) The reactants are [N+:1]([C:4]1[CH:8]=[CH:7][N:6]([CH2:9][O:10][CH2:11][CH2:12][Si:13]([CH3:16])([CH3:15])[CH3:14])[N:5]=1)([O-])=O. The catalyst is [Pd].CO. The product is [CH3:14][Si:13]([CH3:16])([CH3:15])[CH2:12][CH2:11][O:10][CH2:9][N:6]1[CH:7]=[CH:8][C:4]([NH2:1])=[N:5]1. The yield is 0.800. (3) The reactants are Cl[CH2:2][CH2:3][CH2:4][CH2:5][CH2:6][CH2:7][N:8]1[C:16]2[C:11](=[CH:12][CH:13]=[CH:14][CH:15]=2)[CH:10]=[CH:9]1.[CH3:17][CH:18]([CH3:34])[C:19]([NH:21][C:22]1[CH:27]=[CH:26][CH:25]=[C:24]([CH:28]2[CH2:33][CH2:32][NH:31][CH2:30][CH2:29]2)[CH:23]=1)=[O:20].C([O-])([O-])=O.[K+].[K+].[Na+].[I-]. The catalyst is CN(C=O)C. The product is [N:8]1([CH2:7][CH2:6][CH2:5][CH2:4][CH2:3][CH2:2][N:31]2[CH2:32][CH2:33][CH:28]([C:24]3[CH:23]=[C:22]([NH:21][C:19](=[O:20])[CH:18]([CH3:17])[CH3:34])[CH:27]=[CH:26][CH:25]=3)[CH2:29][CH2:30]2)[C:16]2[C:11](=[CH:12][CH:13]=[CH:14][CH:15]=2)[CH:10]=[CH:9]1. The yield is 0.900. (4) The yield is 0.920. The reactants are O=C1C2(C3C(=CC4OCCOC=4C=3)OC2)C2C(=CC=CC=2)N1C[C:24]1[C:29]([C:30]([OH:32])=O)=[CH:28][CH:27]=[CH:26][N:25]=1.Cl.CN.O[N:37]1C2C=CC=CC=2N=N1.CN1CCOCC1. The catalyst is O.CN(C)C=O. The product is [N:25]1[CH:26]=[CH:27][CH:28]=[C:29]([C:30]([NH2:37])=[O:32])[CH:24]=1. (5) The reactants are [NH:1]1[CH2:9][CH2:8][CH:4]([C:5]([OH:7])=[O:6])[CH2:3][CH2:2]1.C(=O)([O-])[O-].[Na+].[Na+].[C:16](O[C:16]([O:18][C:19]([CH3:22])([CH3:21])[CH3:20])=[O:17])([O:18][C:19]([CH3:22])([CH3:21])[CH3:20])=[O:17]. The catalyst is O.O1CCOCC1. The product is [C:16]([N:1]1[CH2:9][CH2:8][CH:4]([C:5]([OH:7])=[O:6])[CH2:3][CH2:2]1)([O:18][C:19]([CH3:22])([CH3:21])[CH3:20])=[O:17]. The yield is 0.540. (6) The reactants are [OH:1][C:2]([C:41]1[S:42][CH:43]=[CH:44][CH:45]=1)([C:36]1[S:37][CH:38]=[CH:39][CH:40]=1)[C:3]([O:5][C@H:6]1[CH2:11][CH2:10][C@H:9]([N:12]([CH3:35])[CH2:13][CH2:14][CH2:15][C:16]2[O:20][N:19]=[C:18]([C:21]3[CH:26]=[CH:25][C:24]([CH2:27][O:28]C4CCCCO4)=[CH:23][CH:22]=3)[N:17]=2)[CH2:8][CH2:7]1)=[O:4].Cl.C(=O)(O)[O-]. The catalyst is O1CCCC1. The product is [OH:1][C:2]([C:36]1[S:37][CH:38]=[CH:39][CH:40]=1)([C:41]1[S:42][CH:43]=[CH:44][CH:45]=1)[C:3]([O:5][C@H:6]1[CH2:7][CH2:8][C@H:9]([N:12]([CH2:13][CH2:14][CH2:15][C:16]2[O:20][N:19]=[C:18]([C:21]3[CH:26]=[CH:25][C:24]([CH2:27][OH:28])=[CH:23][CH:22]=3)[N:17]=2)[CH3:35])[CH2:10][CH2:11]1)=[O:4]. The yield is 0.750. (7) The reactants are [F:1][C:2]1[CH:7]=[CH:6][C:5]([NH:8][C:9](=[O:15])[CH2:10][C:11]([O:13][CH3:14])=[O:12])=[CH:4][CH:3]=1.CO/[CH:18]=[CH:19]/[C:20](=O)[CH3:21].[CH3:23]O[Na]. The catalyst is CCO. The product is [F:1][C:2]1[CH:3]=[CH:4][C:5]([N:8]2[C:20]([CH3:21])=[CH:19][CH:18]=[C:10]([C:11]([O:13][CH2:14][CH3:23])=[O:12])[C:9]2=[O:15])=[CH:6][CH:7]=1. The yield is 0.160. (8) The reactants are [F:1][C:2]1[CH:3]=[C:4]([C:8]2[S:9][C:10]([N:14]([CH3:23])[C:15]([CH:17]3[CH2:22][CH2:21][CH2:20][NH:19][CH2:18]3)=[O:16])=[C:11]([CH3:13])[N:12]=2)[CH:5]=[N:6][CH:7]=1.C(=O)([O-])[O-].[K+].[K+].[CH3:30][CH:31]([CH2:35][CH2:36][CH3:37])[C:32](Cl)=[O:33]. The catalyst is CN(C1C=CN=CC=1)C.ClCCCl.O.ClCCl. The product is [F:1][C:2]1[CH:3]=[C:4]([C:8]2[S:9][C:10]([N:14]([CH3:23])[C:15]([CH:17]3[CH2:22][CH2:21][CH2:20][N:19]([C:32](=[O:33])[CH:31]([CH3:30])[CH2:35][CH2:36][CH3:37])[CH2:18]3)=[O:16])=[C:11]([CH3:13])[N:12]=2)[CH:5]=[N:6][CH:7]=1. The yield is 0.640.